From a dataset of Full USPTO retrosynthesis dataset with 1.9M reactions from patents (1976-2016). Predict the reactants needed to synthesize the given product. (1) Given the product [CH2:1]([O:3][C:4]([C:6]1[C:24]([Cl:25])=[CH:23][C:9]2[N:10]=[C:11]([NH:13][C:14]3[CH:19]=[C:18]([CH2:20][NH:21][C:26]([C:27]([CH3:30])([CH3:29])[CH3:28])=[O:31])[CH:17]=[CH:16][C:15]=3[Cl:22])[NH:12][C:8]=2[CH:7]=1)=[O:5])[CH3:2], predict the reactants needed to synthesize it. The reactants are: [CH2:1]([O:3][C:4]([C:6]1[C:24]([Cl:25])=[CH:23][C:9]2[N:10]=[C:11]([NH:13][C:14]3[CH:19]=[C:18]([CH2:20][NH2:21])[CH:17]=[CH:16][C:15]=3[Cl:22])[NH:12][C:8]=2[CH:7]=1)=[O:5])[CH3:2].[C:26](Cl)(=[O:31])[C:27]([CH3:30])([CH3:29])[CH3:28]. (2) The reactants are: C(NC(C)C)(C)C.C([Li])CCC.[CH3:13][C:14]1[CH:19]=[CH:18][CH:17]=[CH:16][N:15]=1.[CH3:20][O:21][CH2:22][N:23]1[C:28]2[CH:29]=[C:30]([C:33](OC)=[O:34])[CH:31]=[CH:32][C:27]=2[S:26][C:25]2[N:37]=[CH:38][CH:39]=[N:40][C:24]1=2.[Cl-].[NH4+]. Given the product [CH3:20][O:21][CH2:22][N:23]1[C:28]2[CH:29]=[C:30]([C:33]([CH2:13][C:14]3[CH:19]=[CH:18][CH:17]=[CH:16][N:15]=3)=[O:34])[CH:31]=[CH:32][C:27]=2[S:26][C:25]2[N:37]=[CH:38][CH:39]=[N:40][C:24]1=2, predict the reactants needed to synthesize it. (3) Given the product [CH2:32]([O:31][C:26]1[CH:27]=[CH:28][CH:29]=[CH:30][C:25]=1[CH2:24][N:9]1[CH:10]=[CH:11][C:7]([NH:6][C:4](=[O:5])[C:3]2[C:12]([F:16])=[CH:13][CH:14]=[CH:15][C:2]=2[F:1])=[N:8]1)[CH2:33][CH2:34][CH3:35], predict the reactants needed to synthesize it. The reactants are: [F:1][C:2]1[CH:15]=[CH:14][CH:13]=[C:12]([F:16])[C:3]=1[C:4]([NH:6][C:7]1[CH:11]=[CH:10][NH:9][N:8]=1)=[O:5].C(=O)([O-])[O-].[K+].[K+].Br[CH2:24][C:25]1[CH:30]=[CH:29][CH:28]=[CH:27][C:26]=1[O:31][CH2:32][CH2:33][CH2:34][CH3:35].FC1C=CC=C(F)C=1C(NC1C=CN(CC2C=C(O)C=CC=2C)N=1)=O. (4) Given the product [Cl:1][C:2]1[N:7]=[CH:6][N:5]=[C:4]([O:8][C:9]2[C:15]([CH3:16])=[CH:14][C:12]([NH:13][C:27]([NH:26][C:22]3[CH:23]=[CH:24][CH:25]=[C:20]([C:19]([F:18])([F:29])[F:30])[CH:21]=3)=[O:28])=[CH:11][C:10]=2[CH3:17])[CH:3]=1, predict the reactants needed to synthesize it. The reactants are: [Cl:1][C:2]1[N:7]=[CH:6][N:5]=[C:4]([O:8][C:9]2[C:15]([CH3:16])=[CH:14][C:12]([NH2:13])=[CH:11][C:10]=2[CH3:17])[CH:3]=1.[F:18][C:19]([F:30])([F:29])[C:20]1[CH:21]=[C:22]([N:26]=[C:27]=[O:28])[CH:23]=[CH:24][CH:25]=1.CO. (5) Given the product [Br:1][C:2]1[CH:17]=[CH:16][C:5]2[N:6]=[C:7]([C:9]3[CH:10]=[CH:11][C:12]([O:15][CH2:20][CH2:21][N:22]4[CH2:27][CH2:26][O:25][CH2:24][CH2:23]4)=[CH:13][CH:14]=3)[O:8][C:4]=2[CH:3]=1, predict the reactants needed to synthesize it. The reactants are: [Br:1][C:2]1[CH:17]=[CH:16][C:5]2[N:6]=[C:7]([C:9]3[CH:14]=[CH:13][C:12]([OH:15])=[CH:11][CH:10]=3)[O:8][C:4]=2[CH:3]=1.Cl.Cl[CH2:20][CH2:21][N:22]1[CH2:27][CH2:26][O:25][CH2:24][CH2:23]1.